Task: Predict the reaction yield, written as a fraction of the theoretical maximum amount of product (1.0 means a 100% yield; for example, 0.34 means a 34% yield).. Dataset: Reaction yield outcomes from USPTO patents with 853,638 reactions (1) The reactants are [CH3:1][C:2]1[C:6]([C:7]2[CH:8]=[CH:9][C:10]3[N:11]([C:13]([C:16]([OH:18])=O)=[CH:14][N:15]=3)[N:12]=2)=[C:5]([CH3:19])[O:4][N:3]=1.CN(C(ON1N=NC2C=CC=NC1=2)=[N+](C)C)C.F[P-](F)(F)(F)(F)F.[N:44]1([C:49]2[CH:54]=[C:53]([NH2:55])[CH:52]=[CH:51][N:50]=2)[CH2:48][CH2:47][CH2:46][CH2:45]1.CCN(C(C)C)C(C)C. The yield is 0.380. The product is [CH3:1][C:2]1[C:6]([C:7]2[CH:8]=[CH:9][C:10]3[N:11]([C:13]([C:16]([NH:55][C:53]4[CH:52]=[CH:51][N:50]=[C:49]([N:44]5[CH2:48][CH2:47][CH2:46][CH2:45]5)[CH:54]=4)=[O:18])=[CH:14][N:15]=3)[N:12]=2)=[C:5]([CH3:19])[O:4][N:3]=1. The catalyst is CN(C=O)C.O. (2) The reactants are [OH:1][C:2]1[C:3]([CH3:8])=[N:4][CH:5]=[CH:6][CH:7]=1.C([O-])([O-])=O.[Na+].[Na+].[I:15]I.Cl. The catalyst is O.CO. The product is [I:15][C:5]1[N:4]=[C:3]([CH3:8])[C:2]([OH:1])=[CH:7][CH:6]=1. The yield is 0.480. (3) The reactants are Cl.[CH3:2][O:3][CH2:4][C:5](=[NH:7])[NH2:6].C[O-].[Na+].[C:11]([C:13]1[CH:18]=[CH:17][CH:16]=[CH:15][C:14]=1[C:19]1[CH:24]=[CH:23][C:22]([CH2:25][CH:26]([C:32](=O)[CH2:33][CH2:34][CH2:35][CH3:36])[C:27](OCC)=[O:28])=[CH:21][CH:20]=1)#[N:12]. The catalyst is CO.O1CCOCC1. The product is [CH2:33]([C:32]1[N:7]=[C:5]([CH2:4][O:3][CH3:2])[NH:6][C:27](=[O:28])[C:26]=1[CH2:25][C:22]1[CH:21]=[CH:20][C:19]([C:14]2[C:13]([C:11]#[N:12])=[CH:18][CH:17]=[CH:16][CH:15]=2)=[CH:24][CH:23]=1)[CH2:34][CH2:35][CH3:36]. The yield is 0.750. (4) The yield is 0.365. The catalyst is CS(C)=O. The product is [NH2:8][C:9]1([C@@H:12]2[CH2:16][CH2:15][N:14]([C:25]3[CH:26]=[CH:27][C:28]4[C:38](=[O:39])[C:37]([C:40]([OH:42])=[O:41])=[CH:36][N:30]5[C@@H:31]([CH3:35])[CH2:32][O:33][C:34]=3[C:29]=45)[CH2:13]2)[CH2:10][CH2:11]1. The reactants are C(OC([NH:8][C:9]1([C@@H:12]2[CH2:16][CH2:15][NH:14][CH2:13]2)[CH2:11][CH2:10]1)=O)(C)(C)C.C(N(CC)CC)C.F[C:25]1[CH:26]=[CH:27][C:28]2[C:38](=[O:39])[C:37]([C:40]([OH:42])=[O:41])=[CH:36][N:30]3[C@@H:31]([CH3:35])[CH2:32][O:33][C:34]=1[C:29]=23. (5) The reactants are [CH2:1]([N:5]1[C:14]([CH2:15][NH:16][C:17](=[O:23])[O:18][C:19]([CH3:22])([CH3:21])[CH3:20])=[C:13]([C:24]2[CH:29]=[CH:28][CH:27]=[CH:26][CH:25]=2)[C:12]2[C:7](=[CH:8][CH:9]=[C:10]([C:30](N(OC)C)=[O:31])[CH:11]=2)[C:6]1=[O:36])[CH:2]([CH3:4])[CH3:3].[CH3:37][Mg]Br. The catalyst is O1CCCC1.C(OCC)C. The product is [C:30]([C:10]1[CH:11]=[C:12]2[C:7](=[CH:8][CH:9]=1)[C:6](=[O:36])[N:5]([CH2:1][CH:2]([CH3:4])[CH3:3])[C:14]([CH2:15][NH:16][C:17](=[O:23])[O:18][C:19]([CH3:21])([CH3:20])[CH3:22])=[C:13]2[C:24]1[CH:29]=[CH:28][CH:27]=[CH:26][CH:25]=1)(=[O:31])[CH3:37]. The yield is 0.830.